Dataset: Reaction yield outcomes from USPTO patents with 853,638 reactions. Task: Predict the reaction yield, written as a fraction of the theoretical maximum amount of product (1.0 means a 100% yield; for example, 0.34 means a 34% yield). (1) The reactants are [C:1]([C:4]1[C:5](=[O:22])[N:6]([CH2:18][CH:19]([CH3:21])[CH3:20])[N:7]=[C:8]([C:10]2[CH:15]=[CH:14][C:13](C)=[C:12](F)[CH:11]=2)[CH:9]=1)([OH:3])=[O:2].C(N1C(=O)C(C(OC)=O)=CC(C2C=CC=CC=2)=N1)C(C)C. No catalyst specified. The product is [C:1]([C:4]1[C:5](=[O:22])[N:6]([CH2:18][CH:19]([CH3:20])[CH3:21])[N:7]=[C:8]([C:10]2[CH:15]=[CH:14][CH:13]=[CH:12][CH:11]=2)[CH:9]=1)([OH:3])=[O:2]. The yield is 0.825. (2) The reactants are [F:1][C:2]([F:6])([F:5])[CH2:3][OH:4].CC(C)([O-])C.[K+].Cl[C:14]1[N:18]([CH3:19])[N:17]=[C:16]([CH3:20])[C:15]=1[CH:21]=[O:22]. The catalyst is C1COCC1.ClCCl. The product is [CH3:19][N:18]1[C:14]([O:4][CH2:3][C:2]([F:6])([F:5])[F:1])=[C:15]([CH:21]=[O:22])[C:16]([CH3:20])=[N:17]1. The yield is 1.09.